Dataset: Forward reaction prediction with 1.9M reactions from USPTO patents (1976-2016). Task: Predict the product of the given reaction. Given the reactants [C:1]([O:10]CC)(=O)[C:2]#[C:3][C:4]([O:6][CH2:7][CH3:8])=[O:5].Cl.[CH3:14][N:15](C)[NH2:16].[OH-].[Na+].CCOC(C)=O, predict the reaction product. The product is: [OH:10][C:1]1[CH:2]=[C:3]([C:4]([O:6][CH2:7][CH3:8])=[O:5])[N:15]([CH3:14])[N:16]=1.